From a dataset of Forward reaction prediction with 1.9M reactions from USPTO patents (1976-2016). Predict the product of the given reaction. (1) Given the reactants [NH2:1][C:2]1[CH:3]=[C:4]([NH:13][C:14](=[O:17])[O:15][CH3:16])[CH:5]=[CH:6][C:7]=1[NH:8][CH2:9][CH:10]1[CH2:12][CH2:11]1.CCN(C(C)C)C(C)C.[CH2:27]([O:29][C:30]1[CH:35]=[CH:34][C:33]([CH2:36][C:37](O)=O)=[CH:32][CH:31]=1)[CH3:28].CN(C(ON1N=NC2C=CC=NC1=2)=[N+](C)C)C.F[P-](F)(F)(F)(F)F, predict the reaction product. The product is: [CH3:16][O:15][C:14](=[O:17])[NH:13][C:4]1[CH:5]=[CH:6][C:7]2[N:8]([CH2:9][CH:10]3[CH2:12][CH2:11]3)[C:37]([CH2:36][C:33]3[CH:34]=[CH:35][C:30]([O:29][CH2:27][CH3:28])=[CH:31][CH:32]=3)=[N:1][C:2]=2[CH:3]=1. (2) Given the reactants O=[C:2]([CH:6]1[CH2:11][CH2:10][O:9][CH2:8][CH2:7]1)[CH2:3][C:4]#[N:5].C(C1C=C(N)[O:17][N:16]=1)(C)C, predict the reaction product. The product is: [O:9]1[CH2:10][CH2:11][CH:6]([C:2]2[CH:3]=[C:4]([NH2:5])[O:17][N:16]=2)[CH2:7][CH2:8]1. (3) Given the reactants [OH-].[Na+].C(O)C.[F:6][C:7]1[CH:28]=[CH:27][C:10]([NH:11][C:12]2[CH:21]=[C:20]([C:22]3[S:23][CH:24]=[CH:25][CH:26]=3)[CH:19]=[CH:18][C:13]=2[C:14]([O:16]C)=[O:15])=[CH:9][CH:8]=1.Cl, predict the reaction product. The product is: [F:6][C:7]1[CH:28]=[CH:27][C:10]([NH:11][C:12]2[CH:21]=[C:20]([C:22]3[S:23][CH:24]=[CH:25][CH:26]=3)[CH:19]=[CH:18][C:13]=2[C:14]([OH:16])=[O:15])=[CH:9][CH:8]=1. (4) The product is: [C:1]([O:5][C:6](=[O:7])[NH:8][C:9]1([C:13](=[C:21]2[C:22](=[O:23])[O:24][C:17]([CH3:25])([CH3:16])[O:18][C:19]2=[O:20])[OH:15])[CH2:10][CH2:11][CH2:12]1)([CH3:2])([CH3:3])[CH3:4]. Given the reactants [C:1]([O:5][C:6]([NH:8][C:9]1([C:13]([OH:15])=O)[CH2:12][CH2:11][CH2:10]1)=[O:7])([CH3:4])([CH3:3])[CH3:2].[CH3:16][C:17]1([CH3:25])[O:24][C:22](=[O:23])[CH2:21][C:19](=[O:20])[O:18]1.CCN=C=NCCCN(C)C.Cl, predict the reaction product. (5) Given the reactants Cl[C:2]1[CH:9]=[CH:8][CH:7]=[C:6]([CH2:10][OH:11])[C:3]=1[C:4]#[N:5].[C:12]1(B(O)O)[CH:17]=[CH:16][CH:15]=[CH:14][CH:13]=1.[O-]P([O-])([O-])=O.[K+].[K+].[K+].C(OCC)(=O)C, predict the reaction product. The product is: [OH:11][CH2:10][C:6]1[CH:7]=[CH:8][CH:9]=[C:2]([C:12]2[CH:17]=[CH:16][CH:15]=[CH:14][CH:13]=2)[C:3]=1[C:4]#[N:5]. (6) Given the reactants [CH2:1]([O:3][C:4](=[O:33])[CH2:5][O:6][C:7]1[CH:12]=[CH:11][C:10]([S:13][C:14]2[CH:19]=[C:18]([O:20][C:21]3[C:26]([C:27]([F:30])([F:29])[F:28])=[CH:25][CH:24]=[CH:23][N:22]=3)[CH:17]=[C:16](Br)[CH:15]=2)=[CH:9][C:8]=1[CH3:32])[CH3:2].[C:34]([C:36]1[CH:41]=[CH:40][C:39]([S:42]([CH3:45])(=[O:44])=[O:43])=[CH:38][CH:37]=1)#[CH:35].C(OC(=O)COC1C=CC(SC2C=C(C#CC3C=CC(CO)=CC=3)C=C(OCCC3C=CC(Cl)=CC=3)C=2)=CC=1C)C, predict the reaction product. The product is: [CH2:1]([O:3][C:4](=[O:33])[CH2:5][O:6][C:7]1[CH:12]=[CH:11][C:10]([S:13][C:14]2[CH:19]=[C:18]([O:20][C:21]3[C:26]([C:27]([F:30])([F:29])[F:28])=[CH:25][CH:24]=[CH:23][N:22]=3)[CH:17]=[C:16]([C:35]#[C:34][C:36]3[CH:37]=[CH:38][C:39]([S:42]([CH3:45])(=[O:44])=[O:43])=[CH:40][CH:41]=3)[CH:15]=2)=[CH:9][C:8]=1[CH3:32])[CH3:2]. (7) Given the reactants Cl[CH2:2][C:3]([NH:5][C:6]1[CH:11]=[CH:10][CH:9]=[C:8]([C:12]2[CH:21]=[N:20][C:19]3[C:14](=[CH:15][CH:16]=[CH:17][CH:18]=3)[N:13]=2)[CH:7]=1)=[O:4].[CH3:22][N:23]1[CH2:28][CH2:27][NH:26][CH2:25][CH2:24]1, predict the reaction product. The product is: [CH3:22][N:23]1[CH2:28][CH2:27][N:26]([CH2:2][C:3]([NH:5][C:6]2[CH:11]=[CH:10][CH:9]=[C:8]([C:12]3[CH:21]=[N:20][C:19]4[C:14](=[CH:15][CH:16]=[CH:17][CH:18]=4)[N:13]=3)[CH:7]=2)=[O:4])[CH2:25][CH2:24]1. (8) The product is: [C:1]([C:3]1[CH:4]=[CH:5][C:6]2[O:10][C:9]([CH:11]([NH:18][C:19]3[CH:27]=[CH:26][C:22]([C:65]([N:64]([CH3:67])[CH2:63][CH2:33][C:34]([O:36][CH2:37][CH3:38])=[O:35])=[O:66])=[CH:21][CH:20]=3)[CH:12]3[CH2:17][CH2:16][CH2:15][CH2:14][CH2:13]3)=[C:8]([CH3:28])[C:7]=2[CH:29]=1)#[N:2]. Given the reactants [C:1]([C:3]1[CH:4]=[CH:5][C:6]2[O:10][C:9]([CH:11]([NH:18][C:19]3[CH:27]=[CH:26][C:22](C(O)=O)=[CH:21][CH:20]=3)[CH:12]3[CH2:17][CH2:16][CH2:15][CH2:14][CH2:13]3)=[C:8]([CH3:28])[C:7]=2[CH:29]=1)#[N:2].CNC[CH2:33][C:34]([O:36][CH2:37][CH3:38])=[O:35].O.ON1C2C=CC=CC=2N=N1.Cl.C(N=C=NCCCN(C)C)C.Cl.[CH3:63][N:64]([CH3:67])[CH:65]=[O:66], predict the reaction product. (9) The product is: [CH2:18]([C:9]1([CH2:14][CH2:15][CH2:16][CH3:17])[NH:8][CH:7]([C:22]2[CH:27]=[CH:26][CH:25]=[CH:24][CH:23]=2)[C:6]2[CH:28]=[C:29]([O:30][CH3:31])[C:3]([CH2:2][P:32](=[O:39])([O:36][CH2:37][CH3:38])[O:33][CH2:34][CH3:35])=[CH:4][C:5]=2[S:11](=[O:12])(=[O:13])[CH2:10]1)[CH2:19][CH2:20][CH3:21]. Given the reactants Br[CH2:2][C:3]1[C:29]([O:30][CH3:31])=[CH:28][C:6]2[CH:7]([C:22]3[CH:27]=[CH:26][CH:25]=[CH:24][CH:23]=3)[NH:8][C:9]([CH2:18][CH2:19][CH2:20][CH3:21])([CH2:14][CH2:15][CH2:16][CH3:17])[CH2:10][S:11](=[O:13])(=[O:12])[C:5]=2[CH:4]=1.[P:32]([O:39]CC)([O:36][CH2:37][CH3:38])[O:33][CH2:34][CH3:35].CCOC(C)=O, predict the reaction product.